This data is from Peptide-MHC class II binding affinity with 134,281 pairs from IEDB. The task is: Regression. Given a peptide amino acid sequence and an MHC pseudo amino acid sequence, predict their binding affinity value. This is MHC class II binding data. (1) The peptide sequence is KECPFSNRVWNSFQI. The MHC is DRB1_1501 with pseudo-sequence DRB1_1501. The binding affinity (normalized) is 0.267. (2) The peptide sequence is LDEVYNAAYNAADHA. The MHC is DRB1_0701 with pseudo-sequence DRB1_0701. The binding affinity (normalized) is 0.172. (3) The peptide sequence is RIDTPEVLKGPFTVR. The MHC is DRB1_1201 with pseudo-sequence DRB1_1201. The binding affinity (normalized) is 0.267. (4) The peptide sequence is FTVQKGSDPKKLVLD. The MHC is DRB1_0701 with pseudo-sequence DRB1_0701. The binding affinity (normalized) is 0.311.